Dataset: Forward reaction prediction with 1.9M reactions from USPTO patents (1976-2016). Task: Predict the product of the given reaction. (1) Given the reactants [CH2:1]([O:3][C:4]([C:6]1[CH:7]=[N:8][N:9]([C:11]([NH:26][C:27](OCC)=[O:28])=[N:12][C:13]2[CH:18]=[CH:17][C:16]([C:19]([N:21]3[CH2:25][CH2:24][CH2:23][CH2:22]3)=[O:20])=[CH:15][CH:14]=2)[CH:10]=1)=[O:5])[CH3:2].ClCCCl, predict the reaction product. The product is: [CH2:1]([O:3][C:4]([C:6]1[CH:7]=[N:8][N:9]([C:11]2[NH:26][C:27](=[O:28])[C:14]3[C:13](=[CH:18][CH:17]=[C:16]([C:19]([N:21]4[CH2:22][CH2:23][CH2:24][CH2:25]4)=[O:20])[CH:15]=3)[N:12]=2)[CH:10]=1)=[O:5])[CH3:2]. (2) Given the reactants Cl([O-])=O.[Na+].P([O-])(O)(O)=[O:6].[Na+].[Cl:11][C:12]1[CH:39]=[C:38]([Cl:40])[CH:37]=[CH:36][C:13]=1[CH2:14][N:15]([CH3:35])[C:16]([C:18]1[NH:19][C:20]([CH:33]=[O:34])=[C:21]([S:24]([C:27]2[CH:32]=[CH:31][CH:30]=[CH:29][CH:28]=2)(=[O:26])=[O:25])[C:22]=1[CH3:23])=[O:17].CC(=CC)C, predict the reaction product. The product is: [Cl:11][C:12]1[CH:39]=[C:38]([Cl:40])[CH:37]=[CH:36][C:13]=1[CH2:14][N:15]([CH3:35])[C:16]([C:18]1[NH:19][C:20]([C:33]([OH:6])=[O:34])=[C:21]([S:24]([C:27]2[CH:32]=[CH:31][CH:30]=[CH:29][CH:28]=2)(=[O:26])=[O:25])[C:22]=1[CH3:23])=[O:17]. (3) Given the reactants [CH2:1]([C:3]1[CH:9]=[CH:8][CH:7]=[CH:6][C:4]=1[NH2:5])[CH3:2].[CH3:10][C:11](O)=[O:12].C(OC(=O)C)(=O)C.O, predict the reaction product. The product is: [CH2:1]([C:3]1[CH:9]=[CH:8][CH:7]=[CH:6][C:4]=1[NH:5][C:11](=[O:12])[CH3:10])[CH3:2]. (4) Given the reactants [C:1]([C:4]1[O:5][CH:6]=[CH:7][CH:8]=1)(=[O:3])[CH3:2].[Br-].[Br-].[Br-].C([N+](CCCC)(CCCC)CCCC)CCC.C([N+](CCCC)(CCCC)CCCC)CCC.C([N+](CCCC)(CCCC)CCCC)CCC.[S-:63][C:64]#[N:65].[Na+].C(=O)(O)[O-].[Na+], predict the reaction product. The product is: [O:5]1[CH:6]=[CH:7][CH:8]=[C:4]1[C:1]([CH2:2][S:63][C:64]#[N:65])=[O:3]. (5) The product is: [NH:1]1[C:5]2[CH:6]=[CH:7][CH:8]=[CH:9][C:4]=2[N:3]=[C:2]1[C:10]1([CH2:16][NH2:17])[CH2:11][CH2:12][NH:13][CH2:14][CH2:15]1. Given the reactants [NH:1]1[C:5]2[CH:6]=[CH:7][CH:8]=[CH:9][C:4]=2[N:3]=[C:2]1[C:10]1([C:16]#[N:17])[CH2:15][CH2:14][NH:13][CH2:12][CH2:11]1, predict the reaction product. (6) Given the reactants [F:1][C:2]1[CH:7]=[C:6]([O:8][CH3:9])[C:5](I)=[CH:4][C:3]=1[CH2:11][CH2:12][C:13]([O:15][CH2:16][CH3:17])=[O:14].[B:18]1([B:18]2[O:23][CH2:22][C:21]([CH3:25])([CH3:24])[CH2:20][O:19]2)[O:23][CH2:22][C:21]([CH3:25])([CH3:24])[CH2:20][O:19]1.C([O-])(=O)C.[K+], predict the reaction product. The product is: [CH3:24][C:21]1([CH3:25])[CH2:22][O:23][B:18]([C:5]2[C:6]([O:8][CH3:9])=[CH:7][C:2]([F:1])=[C:3]([CH2:11][CH2:12][C:13]([O:15][CH2:16][CH3:17])=[O:14])[CH:4]=2)[O:19][CH2:20]1. (7) Given the reactants [C:1]([Si:5]([O:8][CH:9]([CH2:14][CH2:15][C:16]1[CH:21]=[CH:20][C:19]([C:22]([CH2:41][CH3:42])([C:25]2[CH:30]=[CH:29][C:28](B3OC(C)(C)C(C)(C)O3)=[C:27]([CH3:40])[CH:26]=2)[CH2:23][CH3:24])=[CH:18][C:17]=1[CH3:43])[C:10]([CH3:13])([CH3:12])[CH3:11])([CH3:7])[CH3:6])([CH3:4])([CH3:3])[CH3:2].[CH3:44][O:45][C:46](=[O:55])[CH2:47][C:48]1[CH:53]=[CH:52][C:51](Br)=[CH:50][CH:49]=1.P([O-])([O-])([O-])=O.[K+].[K+].[K+], predict the reaction product. The product is: [CH3:44][O:45][C:46](=[O:55])[CH2:47][C:48]1[CH:53]=[CH:52][C:51]([C:28]2[CH:29]=[CH:30][C:25]([C:22]([C:19]3[CH:20]=[CH:21][C:16]([CH2:15][CH2:14][CH:9]([O:8][Si:5]([C:1]([CH3:4])([CH3:3])[CH3:2])([CH3:6])[CH3:7])[C:10]([CH3:13])([CH3:12])[CH3:11])=[C:17]([CH3:43])[CH:18]=3)([CH2:23][CH3:24])[CH2:41][CH3:42])=[CH:26][C:27]=2[CH3:40])=[CH:50][CH:49]=1. (8) Given the reactants [BH4-].[Li+].C[O:4][C:5](=O)[C:6]([CH3:17])([CH3:16])[CH2:7][N:8]1[CH:13]=[CH:12][C:11]([Br:14])=[CH:10][C:9]1=[O:15].CO, predict the reaction product. The product is: [Br:14][C:11]1[CH:12]=[CH:13][N:8]([CH2:7][C:6]([CH3:16])([CH3:17])[CH2:5][OH:4])[C:9](=[O:15])[CH:10]=1.